Dataset: Forward reaction prediction with 1.9M reactions from USPTO patents (1976-2016). Task: Predict the product of the given reaction. (1) Given the reactants Cl[C:2]1[N:7]=[C:6]([N:8]2[CH2:13][CH2:12][C:11]([F:15])([F:14])[CH2:10][CH2:9]2)[CH:5]=[C:4]([C:16]2[C:17]([CH3:22])=[N:18][O:19][C:20]=2[CH3:21])[N:3]=1.[CH3:23][O:24][C:25]([C:27]1([C:31]2[CH:36]=[CH:35][C:34]([NH2:37])=[CH:33][CH:32]=2)[CH2:30][CH2:29][CH2:28]1)=[O:26], predict the reaction product. The product is: [CH3:23][O:24][C:25]([C:27]1([C:31]2[CH:32]=[CH:33][C:34]([NH:37][C:2]3[N:7]=[C:6]([N:8]4[CH2:13][CH2:12][C:11]([F:15])([F:14])[CH2:10][CH2:9]4)[CH:5]=[C:4]([C:16]4[C:17]([CH3:22])=[N:18][O:19][C:20]=4[CH3:21])[N:3]=3)=[CH:35][CH:36]=2)[CH2:28][CH2:29][CH2:30]1)=[O:26]. (2) Given the reactants Br[CH2:2][C:3]1[CH:8]=[CH:7][C:6]([F:9])=[C:5]([F:10])[CH:4]=1.[Br:11][C:12]1[CH:13]=[CH:14][C:15]([OH:21])=[C:16]([CH:20]=1)[C:17]([OH:19])=[O:18].C(=O)([O-])[O-].[K+].[K+], predict the reaction product. The product is: [Br:11][C:12]1[CH:13]=[CH:14][C:15]([O:21][CH2:2][C:3]2[CH:8]=[CH:7][C:6]([F:9])=[C:5]([F:10])[CH:4]=2)=[C:16]([CH:20]=1)[C:17]([O:19][CH2:2][C:3]1[CH:8]=[CH:7][C:6]([F:9])=[C:5]([F:10])[CH:4]=1)=[O:18]. (3) Given the reactants [NH2:1][C@@H:2]([C:7]1[CH:8]=[CH:9][C:10]([Cl:15])=[C:11]([CH:14]=1)[C:12]#[N:13])[CH2:3][N:4]([CH3:6])[CH3:5].O[C:17]1[C:18]2[CH:26]=[CH:25][CH:24]=[C:23]([C:27]([NH2:29])=[O:28])[C:19]=2[N:20]=[N:21][N:22]=1, predict the reaction product. The product is: [Cl:15][C:10]1[CH:9]=[CH:8][C:7]([C@H:2]([NH:1][C:17]2[C:18]3[CH:26]=[CH:25][CH:24]=[C:23]([C:27]([NH2:29])=[O:28])[C:19]=3[N:20]=[N:21][N:22]=2)[CH2:3][N:4]([CH3:6])[CH3:5])=[CH:14][C:11]=1[C:12]#[N:13]. (4) Given the reactants [CH3:1][N:2]([CH3:17])[N:3]=[CH:4][C:5]1[N:10]([CH2:11][CH3:12])[C:9](=[O:13])[N:8]([CH2:14][CH3:15])[C:7](=[O:16])[CH:6]=1.[C:18]([O:22][CH3:23])(=[O:21])[CH:19]=[CH2:20], predict the reaction product. The product is: [CH3:17][N:2]([CH3:1])[N:3]=[CH:4][C:5]1[N:10]([CH2:11][CH3:12])[C:9](=[O:13])[N:8]([CH2:14][CH3:15])[C:7](=[O:16])[C:6]=1/[CH:20]=[CH:19]/[C:18]([O:22][CH3:23])=[O:21]. (5) Given the reactants Cl[C:2]1[N:11]=[C:10]([C:12]2[CH:17]=[CH:16][CH:15]=[CH:14][C:13]=2[F:18])[C:9]2[C:4](=[CH:5][CH:6]=[C:7]([Cl:19])[CH:8]=2)[N:3]=1.[C:20]([O:24][C:25]([N:27]1[CH2:32][CH2:31][CH:30]([NH2:33])[CH2:29][CH2:28]1)=[O:26])([CH3:23])([CH3:22])[CH3:21], predict the reaction product. The product is: [C:20]([O:24][C:25]([N:27]1[CH2:32][CH2:31][CH:30]([NH:33][C:2]2[N:11]=[C:10]([C:12]3[CH:17]=[CH:16][CH:15]=[CH:14][C:13]=3[F:18])[C:9]3[C:4](=[CH:5][CH:6]=[C:7]([Cl:19])[CH:8]=3)[N:3]=2)[CH2:29][CH2:28]1)=[O:26])([CH3:23])([CH3:21])[CH3:22]. (6) The product is: [C:8]([C:7]1[CH:6]=[CH:5][C:4]([NH:10][C@H:11]([C:15]2[CH:20]=[CH:19][CH:18]=[CH:17][CH:16]=2)[C:12]([NH2:14])=[O:13])=[CH:3][C:2]=1[NH:22][C:23]1[S:27][N:26]=[C:25]([CH3:28])[CH:24]=1)#[N:9]. Given the reactants Br[C:2]1[CH:3]=[C:4]([NH:10][C@H:11]([C:15]2[CH:20]=[CH:19][CH:18]=[CH:17][CH:16]=2)[C:12]([NH2:14])=[O:13])[CH:5]=[CH:6][C:7]=1[C:8]#[N:9].Cl.[NH2:22][C:23]1[S:27][N:26]=[C:25]([CH3:28])[CH:24]=1.C1C=CC(P(C2C(C3C(P(C4C=CC=CC=4)C4C=CC=CC=4)=CC=C4C=3C=CC=C4)=C3C(C=CC=C3)=CC=2)C2C=CC=CC=2)=CC=1.C([O-])([O-])=O.[K+].[K+], predict the reaction product. (7) Given the reactants [F:1][C:2]1[CH:3]=[C:4]([CH:19]=[CH:20][C:21]=1[F:22])[CH2:5][NH:6][C:7]([C:9]1[CH:14]=[C:13](Cl)[N:12]2[N:16]=[CH:17][CH:18]=[C:11]2[N:10]=1)=[O:8].[CH3:23][NH:24][CH3:25], predict the reaction product. The product is: [F:1][C:2]1[CH:3]=[C:4]([CH:19]=[CH:20][C:21]=1[F:22])[CH2:5][NH:6][C:7]([C:9]1[CH:14]=[C:13]([N:24]([CH3:25])[CH3:23])[N:12]2[N:16]=[CH:17][CH:18]=[C:11]2[N:10]=1)=[O:8].